Dataset: Full USPTO retrosynthesis dataset with 1.9M reactions from patents (1976-2016). Task: Predict the reactants needed to synthesize the given product. Given the product [ClH:40].[O:1]1[C:10]2[CH:9]=[C:8]([CH2:11][NH:12][CH:20]3[CH2:25][CH2:24][N:23]([CH2:26][CH2:27][N:28]4[C:33](=[O:34])[CH:32]=[N:31][C:30]5[CH:35]=[CH:36][C:37]([F:39])=[N:38][C:29]4=5)[CH2:22][CH2:21]3)[N:7]=[CH:6][C:5]=2[O:4][CH2:3][CH2:2]1, predict the reactants needed to synthesize it. The reactants are: [O:1]1[C:10]2[CH:9]=[C:8]([CH2:11][N:12]([CH:20]3[CH2:25][CH2:24][N:23]([CH2:26][CH2:27][N:28]4[C:33](=[O:34])[CH:32]=[N:31][C:30]5[CH:35]=[CH:36][C:37]([F:39])=[N:38][C:29]4=5)[CH2:22][CH2:21]3)C(=O)OC(C)(C)C)[N:7]=[CH:6][C:5]=2[O:4][CH2:3][CH2:2]1.[ClH:40].C(OCC)(=O)C.